Predict the reactants needed to synthesize the given product. From a dataset of Full USPTO retrosynthesis dataset with 1.9M reactions from patents (1976-2016). (1) Given the product [NH2:35][C:33](=[O:34])[CH2:32][NH:31][C:17](=[O:19])[CH2:16][CH2:15][CH2:14][C:10]12[CH2:13][C:7]([O:6][CH2:5][C:4]3[CH:20]=[C:21]([O:23][C:24]4[CH:29]=[CH:28][CH:27]=[CH:26][CH:25]=4)[CH:22]=[C:2]([F:1])[CH:3]=3)([CH2:8][CH2:9]1)[CH2:12][CH2:11]2, predict the reactants needed to synthesize it. The reactants are: [F:1][C:2]1[CH:3]=[C:4]([CH:20]=[C:21]([O:23][C:24]2[CH:29]=[CH:28][CH:27]=[CH:26][CH:25]=2)[CH:22]=1)[CH2:5][O:6][C:7]12[CH2:13][C:10]([CH2:14][CH2:15][CH2:16][C:17]([OH:19])=O)([CH2:11][CH2:12]1)[CH2:9][CH2:8]2.Cl.[NH2:31][CH2:32][C:33]([NH2:35])=[O:34]. (2) Given the product [NH2:25][C:14]1[N:13]=[C:12]([N:8]2[CH2:7][CH2:6][C:5]3[C:10](=[CH:11][C:2]([N:27]4[CH2:32][CH2:31][CH:30]([C:33]5[CH:42]=[CH:41][C:36]([C:37]([OH:39])=[O:38])=[CH:35][CH:34]=5)[CH2:29][CH2:28]4)=[CH:3][CH:4]=3)[CH2:9]2)[CH:17]=[C:16]([N:18]2[CH2:23][CH2:22][N:21]([CH3:24])[CH2:20][CH2:19]2)[N:15]=1, predict the reactants needed to synthesize it. The reactants are: Br[C:2]1[CH:11]=[C:10]2[C:5]([CH2:6][CH2:7][N:8]([C:12]3[CH:17]=[C:16]([N:18]4[CH2:23][CH2:22][N:21]([CH3:24])[CH2:20][CH2:19]4)[N:15]=[C:14]([NH2:25])[N:13]=3)[CH2:9]2)=[CH:4][CH:3]=1.Cl.[NH:27]1[CH2:32][CH2:31][CH:30]([C:33]2[CH:42]=[CH:41][C:36]([C:37]([O:39]C)=[O:38])=[CH:35][CH:34]=2)[CH2:29][CH2:28]1. (3) Given the product [Br:1][C:2]1[CH:7]=[CH:6][C:5]([C:8]23[CH2:15][N:12]([CH2:13][CH2:14]2)[CH2:11][CH2:10][CH2:9]3)=[CH:4][N:3]=1, predict the reactants needed to synthesize it. The reactants are: [Br:1][C:2]1[CH:7]=[CH:6][C:5]([C:8]23[CH2:15][N:12]([CH2:13][CH2:14]2)[CH2:11][CH:10]=[CH:9]3)=[CH:4][N:3]=1. (4) Given the product [NH:1]1[C:9]2[C:4](=[CH:5][C:6]([C:17]3[N:18]=[CH:19][C:14]([NH2:13])=[N:15][CH:16]=3)=[CH:7][CH:8]=2)[CH:3]=[CH:2]1, predict the reactants needed to synthesize it. The reactants are: [NH:1]1[C:9]2[C:4](=[CH:5][C:6](B(O)O)=[CH:7][CH:8]=2)[CH:3]=[CH:2]1.[NH2:13][C:14]1[CH:19]=[N:18][C:17](Br)=[CH:16][N:15]=1.C(=O)([O-])[O-].[Na+].[Na+].C(COC)OC. (5) Given the product [CH2:27]([O:26][C:24](=[O:25])[CH2:23][NH:9][C@@H:8]([C:10]([CH3:13])([CH3:12])[CH3:11])[C:7]([O:6][C:2]([CH3:5])([CH3:4])[CH3:3])=[O:14])[CH3:28], predict the reactants needed to synthesize it. The reactants are: Cl.[C:2]([O:6][C:7](=[O:14])[C@H:8]([C:10]([CH3:13])([CH3:12])[CH3:11])[NH2:9])([CH3:5])([CH3:4])[CH3:3].C(N(CC)CC)C.Br[CH2:23][C:24]([O:26][CH2:27][CH3:28])=[O:25]. (6) Given the product [ClH:37].[CH3:32][O:31][C:22]1[CH:21]=[C:20]2[C:25](=[C:24]3[CH2:26][C:27]([CH3:30])([CH3:29])[O:28][C:23]=13)[C:16]([C:12]1[CH:11]=[C:10]([CH:15]=[CH:14][CH:13]=1)[C:9]([NH:8][CH2:7][C:6]([OH:36])=[O:5])=[O:35])=[N:17][C:18]([CH3:34])([CH3:33])[CH2:19]2, predict the reactants needed to synthesize it. The reactants are: [OH-].[Na+].C([O:5][C:6](=[O:36])[CH2:7][NH:8][C:9](=[O:35])[C:10]1[CH:15]=[CH:14][CH:13]=[C:12]([C:16]2[C:25]3[C:20](=[CH:21][C:22]([O:31][CH3:32])=[C:23]4[O:28][C:27]([CH3:30])([CH3:29])[CH2:26][C:24]4=3)[CH2:19][C:18]([CH3:34])([CH3:33])[N:17]=2)[CH:11]=1)C.[ClH:37]. (7) Given the product [F:9][CH:10]([F:20])[O:11][C:12]1[CH:17]=[CH:16][C:15]([C:18]#[C:19][C:2]2[CH:7]=[CH:6][CH:5]=[CH:4][C:3]=2[CH3:8])=[CH:14][CH:13]=1, predict the reactants needed to synthesize it. The reactants are: I[C:2]1[CH:7]=[CH:6][CH:5]=[CH:4][C:3]=1[CH3:8].[F:9][CH:10]([F:20])[O:11][C:12]1[CH:17]=[CH:16][C:15]([C:18]#[CH:19])=[CH:14][CH:13]=1.